Predict which catalyst facilitates the given reaction. From a dataset of Catalyst prediction with 721,799 reactions and 888 catalyst types from USPTO. (1) Reactant: [H-].[Na+].Cl[C:4]1[C:5](Cl)=[CH:6][C:7]2[C:8]3[CH2:23][CH2:22][N:21](C(OC(C)(C)C)=O)[CH2:20][CH2:19][C:9]=3[N:10]([CH2:13][C:14]([O:16]CC)=O)[C:11]=2[CH:12]=1.ClC1C(Cl)=CC2[C:37]3[CH2:46][CH2:45][N:44](C(OC(C)(C)C)=O)CC[C:38]=3[NH:39][C:40]=2C=1.BrCC(OCC)=O. Product: [N:39]1[CH:38]=[CH:37][CH:46]=[C:45]([NH:44][C:14](=[O:16])[CH2:13][N:10]2[C:11]3[CH:12]=[CH:4][CH:5]=[CH:6][C:7]=3[C:8]3[CH2:23][CH2:22][NH:21][CH2:20][CH2:19][C:9]2=3)[CH:40]=1. The catalyst class is: 3. (2) Reactant: [OH:1][CH2:2][CH:3]1[C:15]2[CH:14]=[C:13]([C:16](O)=[O:17])[CH:12]=[CH:11][C:10]=2[C:9]2[C:4]1=[CH:5][CH:6]=[CH:7][CH:8]=2.[NH2:19][CH2:20][CH2:21][NH:22][C:23](=[O:29])[O:24][C:25]([CH3:28])([CH3:27])[CH3:26].OC1C2N=NNC=2C=CC=1.Cl.C(N=C=NCCCN(C)C)C. Product: [OH:1][CH2:2][CH:3]1[C:15]2[CH:14]=[C:13]([C:16]([NH:19][CH2:20][CH2:21][NH:22][C:23](=[O:29])[O:24][C:25]([CH3:26])([CH3:28])[CH3:27])=[O:17])[CH:12]=[CH:11][C:10]=2[C:9]2[C:4]1=[CH:5][CH:6]=[CH:7][CH:8]=2. The catalyst class is: 9.